Dataset: Reaction yield outcomes from USPTO patents with 853,638 reactions. Task: Predict the reaction yield, written as a fraction of the theoretical maximum amount of product (1.0 means a 100% yield; for example, 0.34 means a 34% yield). (1) The reactants are [C:1]([C:3]([CH:22]1[CH2:27][CH2:26][N:25]([C:28]([O:30][C:31]([CH3:34])([CH3:33])[CH3:32])=[O:29])[CH2:24][CH2:23]1)=[CH:4][N:5]([CH2:19][C:20]#[N:21])[C:6]1[CH:11]=[CH:10][C:9]([O:12][C:13]2[CH:18]=[CH:17][CH:16]=[CH:15][CH:14]=2)=[CH:8][CH:7]=1)#[N:2].CC([O-])(C)C.[K+].O. The catalyst is CC(O)(C)C. The product is [NH2:2][C:1]1[C:3]([CH:22]2[CH2:23][CH2:24][N:25]([C:28]([O:30][C:31]([CH3:34])([CH3:33])[CH3:32])=[O:29])[CH2:26][CH2:27]2)=[CH:4][N:5]([C:6]2[CH:7]=[CH:8][C:9]([O:12][C:13]3[CH:18]=[CH:17][CH:16]=[CH:15][CH:14]=3)=[CH:10][CH:11]=2)[C:19]=1[C:20]#[N:21]. The yield is 0.330. (2) The reactants are C([O-])([O-])=O.[K+].[K+].[C:7]([CH:9]([CH3:15])[C:10]([O:12][CH2:13][CH3:14])=[O:11])#[N:8].[F:16][C:17]1[CH:18]=[C:19]([N+:25]([O-:27])=[O:26])[CH:20]=[C:21]([F:24])[C:22]=1F.OS(O)(=O)=O.O. The catalyst is CN(C=O)C. The product is [C:7]([C:9]([C:22]1[C:21]([F:24])=[CH:20][C:19]([N+:25]([O-:27])=[O:26])=[CH:18][C:17]=1[F:16])([CH3:15])[C:10]([O:12][CH2:13][CH3:14])=[O:11])#[N:8]. The yield is 0.770. (3) The reactants are [NH2:1][C:2]1[NH:3][C:4](=[O:16])[C:5]2[C:13]3[C:8](=[CH:9][CH:10]=[CH:11][C:12]=3[Cl:14])[NH:7][C:6]=2[N:15]=1.[CH3:17][C:18]1[CH:23]=CN=C(N)[C:19]=1C.C(N(CC)CC)C.C(Cl)(Cl)Cl.[CH3:37][OH:38]. No catalyst specified. The product is [Cl:14][C:12]1[CH:11]=[CH:10][CH:9]=[C:8]2[C:13]=1[C:5]1[C:37](=[O:38])[NH:1][C:2]([NH:3][C:4](=[O:16])[C:18]([CH3:23])([CH3:19])[CH3:17])=[N:15][C:6]=1[NH:7]2. The yield is 0.400. (4) The reactants are Br[C:2]1[CH:3]=[C:4]([N:8]2[CH2:13][CH2:12][NH:11][CH2:10][CH2:9]2)[CH:5]=[CH:6][CH:7]=1.[O:14]1[CH:18]=[CH:17][C:16](B(O)O)=[CH:15]1.C(=O)([O-])[O-].[Na+].[Na+].O. The yield is 0.479. The product is [O:14]1[CH:18]=[CH:17][C:16]([C:2]2[CH:3]=[C:4]([N:8]3[CH2:13][CH2:12][NH:11][CH2:10][CH2:9]3)[CH:5]=[CH:6][CH:7]=2)=[CH:15]1. The catalyst is C1(C)C=CC=CC=1.C1C=CC([P]([Pd]([P](C2C=CC=CC=2)(C2C=CC=CC=2)C2C=CC=CC=2)([P](C2C=CC=CC=2)(C2C=CC=CC=2)C2C=CC=CC=2)[P](C2C=CC=CC=2)(C2C=CC=CC=2)C2C=CC=CC=2)(C2C=CC=CC=2)C2C=CC=CC=2)=CC=1. (5) The reactants are [CH3:1][CH2:2][CH2:3][CH2:4][CH2:5][CH2:6][CH2:7][CH2:8][CH2:9][CH2:10][CH2:11][C:12]([O:14][CH2:15][CH:16]([OH:19])[CH2:17][OH:18])=[O:13].C([OH:23])(C)C. No catalyst specified. The product is [CH3:1][CH2:2][CH2:3][CH2:4][CH2:5][CH2:6][CH2:7][CH2:8][CH2:9][CH2:10][CH2:11][C:12]([O:14][CH2:15][CH:16]([OH:19])[CH2:17][OH:18])=[O:13].[C:12]([OH:14])(=[O:13])[C:11]1[C:10](=[CH:9][CH:8]=[CH:7][CH:6]=1)[OH:23]. The yield is 0.200. (6) The reactants are [C:1]([C:5]1[NH:6][C:7]2[C:12]([CH:13]=1)=[CH:11][C:10]([N+:14]([O-])=O)=[CH:9][C:8]=2[C:17]([O-:19])=[O:18])([CH3:4])([CH3:3])[CH3:2].[CH3:20]O. The catalyst is [Ni]. The product is [NH2:14][C:10]1[CH:11]=[C:12]2[C:7](=[C:8]([C:17]([O:19][CH3:20])=[O:18])[CH:9]=1)[NH:6][C:5]([C:1]([CH3:4])([CH3:3])[CH3:2])=[CH:13]2. The yield is 0.680. (7) The reactants are [NH:1]1[C:9]2[C:4](=[CH:5][CH:6]=[CH:7][CH:8]=2)[CH:3]=[C:2]1[C:10]1[NH:14][N:13]=[CH:12][C:11]=1C(N)=O.[OH-:18].[Na+].[CH3:20][OH:21]. No catalyst specified. The product is [NH:13]1[CH:12]=[CH:11][C:10]([C:2]2[NH:1][C:9]3[C:4]([CH:3]=2)=[CH:5][C:6]([C:20]([OH:21])=[O:18])=[CH:7][CH:8]=3)=[N:14]1. The yield is 0.830.